Dataset: NCI-60 drug combinations with 297,098 pairs across 59 cell lines. Task: Regression. Given two drug SMILES strings and cell line genomic features, predict the synergy score measuring deviation from expected non-interaction effect. (1) Drug 1: C1=CC(=CC=C1CCCC(=O)O)N(CCCl)CCCl. Drug 2: CC1=C(C(=O)C2=C(C1=O)N3CC4C(C3(C2COC(=O)N)OC)N4)N. Cell line: K-562. Synergy scores: CSS=31.0, Synergy_ZIP=-5.64, Synergy_Bliss=-1.99, Synergy_Loewe=-7.50, Synergy_HSA=0.879. (2) Drug 1: C1C(C(OC1N2C=C(C(=O)NC2=O)F)CO)O. Drug 2: CS(=O)(=O)OCCCCOS(=O)(=O)C. Cell line: NCI-H460. Synergy scores: CSS=42.8, Synergy_ZIP=-3.44, Synergy_Bliss=0.0938, Synergy_Loewe=-21.5, Synergy_HSA=1.09.